Task: Predict the reaction yield, written as a fraction of the theoretical maximum amount of product (1.0 means a 100% yield; for example, 0.34 means a 34% yield).. Dataset: Reaction yield outcomes from USPTO patents with 853,638 reactions The reactants are [N:1]1([C:7]([C@@H:9]([NH:12][C:13]2[CH:17]=[C:16]([C:18]3[CH:23]=[CH:22][CH:21]=[CH:20][CH:19]=3)[S:15][C:14]=2[C:24]([O:26][CH3:27])=[O:25])[CH2:10][CH3:11])=[O:8])[CH2:6][CH2:5][O:4][CH2:3][CH2:2]1.N1C=CC=CC=1.[CH3:34][C@H:35]1[CH2:40][CH2:39][C@H:38]([C:41](Cl)=[O:42])[CH2:37][CH2:36]1. The catalyst is CN(C1C=CN=CC=1)C.ClCCCl.CCOC(C)=O. The product is [CH3:34][C@H:35]1[CH2:40][CH2:39][C@H:38]([C:41]([N:12]([C@H:9]([C:7]([N:1]2[CH2:6][CH2:5][O:4][CH2:3][CH2:2]2)=[O:8])[CH2:10][CH3:11])[C:13]2[CH:17]=[C:16]([C:18]3[CH:23]=[CH:22][CH:21]=[CH:20][CH:19]=3)[S:15][C:14]=2[C:24]([O:26][CH3:27])=[O:25])=[O:42])[CH2:37][CH2:36]1. The yield is 0.560.